This data is from NCI-60 drug combinations with 297,098 pairs across 59 cell lines. The task is: Regression. Given two drug SMILES strings and cell line genomic features, predict the synergy score measuring deviation from expected non-interaction effect. Drug 1: C1=C(C(=O)NC(=O)N1)N(CCCl)CCCl. Drug 2: C1=NC2=C(N=C(N=C2N1C3C(C(C(O3)CO)O)O)F)N. Cell line: NCI-H322M. Synergy scores: CSS=-2.69, Synergy_ZIP=2.02, Synergy_Bliss=-0.718, Synergy_Loewe=-2.85, Synergy_HSA=-4.01.